This data is from Peptide-MHC class II binding affinity with 134,281 pairs from IEDB. The task is: Regression. Given a peptide amino acid sequence and an MHC pseudo amino acid sequence, predict their binding affinity value. This is MHC class II binding data. (1) The peptide sequence is VPILLNNPNLFWAVK. The MHC is DRB1_0701 with pseudo-sequence DRB1_0701. The binding affinity (normalized) is 0.341. (2) The peptide sequence is NHVIQSVRRLYPKIF. The MHC is DRB1_0101 with pseudo-sequence DRB1_0101. The binding affinity (normalized) is 0.779.